Dataset: Catalyst prediction with 721,799 reactions and 888 catalyst types from USPTO. Task: Predict which catalyst facilitates the given reaction. (1) Reactant: [Br:1][C:2]1[CH:3]=[CH:4][C:5]([O:10][CH3:11])=[C:6]([CH:9]=1)[CH:7]=[O:8].[N+:12]([O-])([OH:14])=[O:13].O. Product: [Br:1][C:2]1[CH:3]=[C:4]([N+:12]([O-:14])=[O:13])[C:5]([O:10][CH3:11])=[C:6]([CH:9]=1)[CH:7]=[O:8]. The catalyst class is: 65. (2) Reactant: Cl.[NH:2]1[CH2:6][CH2:5][CH2:4][CH:3]1[C:7]([O:9][CH3:10])=[O:8].[H-].[Na+].Br[CH2:14][C:15]([O:17][C:18]([CH3:21])([CH3:20])[CH3:19])=[O:16].[NH4+].[Cl-]. Product: [C:18]([O:17][C:15](=[O:16])[CH2:14][N:2]1[CH2:6][CH2:5][CH2:4][CH:3]1[C:7]([O:9][CH3:10])=[O:8])([CH3:21])([CH3:20])[CH3:19]. The catalyst class is: 31. (3) The catalyst class is: 49. Product: [CH3:1][C:2]1([CH3:35])[CH2:11][CH:10]=[C:9]([C:12]2[S:13][CH:14]=[CH:15][CH:16]=2)[C:8]2[CH:7]=[C:6]([C:17]([O:19][C:20]3[CH:21]=[CH:22][C:23]([C:24]([OH:26])=[O:25])=[CH:33][CH:34]=3)=[O:18])[CH:5]=[CH:4][C:3]1=2. Reactant: [CH3:1][C:2]1([CH3:35])[CH2:11][CH:10]=[C:9]([C:12]2[S:13][CH:14]=[CH:15][CH:16]=2)[C:8]2[CH:7]=[C:6]([C:17]([O:19][C:20]3[CH:34]=[CH:33][C:23]([C:24]([O:26]CC[Si](C)(C)C)=[O:25])=[CH:22][CH:21]=3)=[O:18])[CH:5]=[CH:4][C:3]1=2.[F-].C([N+](CCCC)(CCCC)CCCC)CCC. (4) Reactant: [CH2:1]([O:3][C:4](=[O:30])[CH2:5][C:6]1[CH:11]=[CH:10][C:9]([O:12][CH3:13])=[C:8]([O:14][C:15]2[CH:20]=[CH:19][C:18]([NH2:21])=[CH:17][C:16]=2[CH2:22][S:23][C:24]2[CH:29]=[CH:28][CH:27]=[CH:26][CH:25]=2)[CH:7]=1)[CH3:2].C(N(CC)CC)C.[Cl:38][C:39]1[CH:47]=[CH:46][C:42]([C:43](Cl)=[O:44])=[CH:41][CH:40]=1. Product: [CH2:1]([O:3][C:4](=[O:30])[CH2:5][C:6]1[CH:11]=[CH:10][C:9]([O:12][CH3:13])=[C:8]([O:14][C:15]2[CH:20]=[CH:19][C:18]([NH:21][C:43](=[O:44])[C:42]3[CH:46]=[CH:47][C:39]([Cl:38])=[CH:40][CH:41]=3)=[CH:17][C:16]=2[CH2:22][S:23][C:24]2[CH:29]=[CH:28][CH:27]=[CH:26][CH:25]=2)[CH:7]=1)[CH3:2]. The catalyst class is: 2.